Task: Regression. Given two drug SMILES strings and cell line genomic features, predict the synergy score measuring deviation from expected non-interaction effect.. Dataset: NCI-60 drug combinations with 297,098 pairs across 59 cell lines Drug 1: CCC1=CC2CC(C3=C(CN(C2)C1)C4=CC=CC=C4N3)(C5=C(C=C6C(=C5)C78CCN9C7C(C=CC9)(C(C(C8N6C)(C(=O)OC)O)OC(=O)C)CC)OC)C(=O)OC.C(C(C(=O)O)O)(C(=O)O)O. Drug 2: CC(C)NC(=O)C1=CC=C(C=C1)CNNC.Cl. Cell line: ACHN. Synergy scores: CSS=23.4, Synergy_ZIP=-3.14, Synergy_Bliss=-0.342, Synergy_Loewe=-4.44, Synergy_HSA=0.629.